This data is from Merck oncology drug combination screen with 23,052 pairs across 39 cell lines. The task is: Regression. Given two drug SMILES strings and cell line genomic features, predict the synergy score measuring deviation from expected non-interaction effect. (1) Drug 1: CN(Cc1cnc2nc(N)nc(N)c2n1)c1ccc(C(=O)NC(CCC(=O)O)C(=O)O)cc1. Drug 2: CC1(c2nc3c(C(N)=O)cccc3[nH]2)CCCN1. Cell line: RKO. Synergy scores: synergy=-19.6. (2) Drug 1: CC1CC2C3CCC4=CC(=O)C=CC4(C)C3(F)C(O)CC2(C)C1(O)C(=O)CO. Drug 2: O=C(O)C1(Cc2cccc(Nc3nccs3)n2)CCC(Oc2cccc(Cl)c2F)CC1. Cell line: NCIH1650. Synergy scores: synergy=11.5. (3) Drug 1: CCC1(O)CC2CN(CCc3c([nH]c4ccccc34)C(C(=O)OC)(c3cc4c(cc3OC)N(C)C3C(O)(C(=O)OC)C(OC(C)=O)C5(CC)C=CCN6CCC43C65)C2)C1. Drug 2: CCc1cnn2c(NCc3ccc[n+]([O-])c3)cc(N3CCCCC3CCO)nc12. Cell line: KPL1. Synergy scores: synergy=0.243. (4) Drug 1: CN(C)C(=N)N=C(N)N. Drug 2: Cc1nc(Nc2ncc(C(=O)Nc3c(C)cccc3Cl)s2)cc(N2CCN(CCO)CC2)n1. Cell line: SW620. Synergy scores: synergy=9.52. (5) Drug 1: O=C(O)C1(Cc2cccc(Nc3nccs3)n2)CCC(Oc2cccc(Cl)c2F)CC1. Cell line: OCUBM. Synergy scores: synergy=6.35. Drug 2: COC1=C2CC(C)CC(OC)C(O)C(C)C=C(C)C(OC(N)=O)C(OC)C=CC=C(C)C(=O)NC(=CC1=O)C2=O.